From a dataset of Reaction yield outcomes from USPTO patents with 853,638 reactions. Predict the reaction yield, written as a fraction of the theoretical maximum amount of product (1.0 means a 100% yield; for example, 0.34 means a 34% yield). (1) The reactants are [CH2:1]([C@H:8]1[C@H:12]([CH2:13][OH:14])[O:11][C:10](=[O:15])[NH:9]1)[C:2]1[CH:7]=[CH:6][CH:5]=[CH:4][CH:3]=1.C(=O)([O-])[OH:17].[Na+].CC1(C)N([O])C(C)(C)CCC1.[Br-].[K+].Cl[O-].[Na+]. The catalyst is O.C(#N)C. The product is [CH2:1]([C@H:8]1[C@H:12]([C:13]([OH:17])=[O:14])[O:11][C:10](=[O:15])[NH:9]1)[C:2]1[CH:3]=[CH:4][CH:5]=[CH:6][CH:7]=1. The yield is 0.930. (2) The catalyst is C(#N)C. The reactants are [NH2:1][C:2]1[C:7]([F:8])=[CH:6][N:5]=[C:4]([OH:9])[N:3]=1.[CH3:10][O:11][C:12]1[CH:17]=[CH:16][C:15]([S:18](Cl)(=[O:20])=[O:19])=[CH:14][CH:13]=1. The product is [NH2:1][C:2]1[C:7]([F:8])=[CH:6][N:5]([S:18]([C:15]2[CH:14]=[CH:13][C:12]([O:11][CH3:10])=[CH:17][CH:16]=2)(=[O:20])=[O:19])[C:4](=[O:9])[N:3]=1. The yield is 0.640. (3) The reactants are [CH2:1]([NH2:8])[C:2]1[CH:7]=[CH:6][CH:5]=[CH:4][CH:3]=1.C([O:12][C:13]1[CH:14]=[C:15]2[C:20](=[CH:21][C:22]=1[O:23][CH3:24])[N:19]=[CH:18][N:17]=[C:16]2Cl)(=O)C. The catalyst is CC(O)C. The product is [CH2:1]([NH:8][C:16]1[C:15]2[C:20](=[CH:21][C:22]([O:23][CH3:24])=[C:13]([OH:12])[CH:14]=2)[N:19]=[CH:18][N:17]=1)[C:2]1[CH:7]=[CH:6][CH:5]=[CH:4][CH:3]=1. The yield is 0.760. (4) The reactants are CC1C=CC([C:8]2[CH:13]=[CH:12][C:11]([NH:14][C:15]([C:17]3[CH:39]=[CH:38][C:20]([O:21][C:22]4[CH:31]=[C:30]5[C:25]([CH:26]([C:32]([O:34]C)=[O:33])[CH2:27][CH2:28][O:29]5)=[CH:24][C:23]=4[C:36]#[N:37])=[CH:19][CH:18]=3)=[O:16])=[CH:10][CH:9]=2)=CC=1.O[Li].O.O1[CH2:48][CH2:47]OCC1.Cl. The catalyst is C1COCC1. The product is [C:36]([C:23]1[CH:24]=[C:25]2[C:30](=[CH:31][C:22]=1[O:21][C:20]1[CH:38]=[CH:39][C:17]([C:15](=[O:16])[NH:14][C:11]3[CH:10]=[C:9]([C:8]4[CH:13]=[CH:12][C:47]([CH3:48])=[CH:10][CH:9]=4)[CH:8]=[CH:13][CH:12]=3)=[CH:18][CH:19]=1)[O:29][CH2:28][CH2:27][CH:26]2[C:32]([OH:34])=[O:33])#[N:37]. The yield is 0.930. (5) The reactants are [CH3:1][C:2]1[O:8][CH:7]=[CH:6][C:4](=[O:5])[C:3]=1[OH:9].[OH-].[Na+].[CH2:12](Cl)[C:13]1[CH:18]=[CH:17][CH:16]=[CH:15][CH:14]=1. The catalyst is CO.O. The product is [CH3:1][C:2]1[O:8][CH:7]=[CH:6][C:4](=[O:5])[C:3]=1[O:9][CH2:12][C:13]1[CH:18]=[CH:17][CH:16]=[CH:15][CH:14]=1. The yield is 0.810. (6) The reactants are [CH2:1]([O:3][C:4]([N:6]1[C:14]2[C:9](=[CH:10][C:11]([Cl:15])=[CH:12][CH:13]=2)[CH:8]=[C:7]1[O:16]C(OCC)=O)=[O:5])[CH3:2].Cl. The catalyst is CN(C)C=O.O. The product is [CH2:1]([O:3][C:4]([N:6]1[C:14]2[C:9](=[CH:10][C:11]([Cl:15])=[CH:12][CH:13]=2)[CH:8]([C:4]([O:3][CH2:1][CH3:2])=[O:5])[C:7]1=[O:16])=[O:5])[CH3:2]. The yield is 0.700. (7) The reactants are [H-].[Na+].[I-].[Na+].[CH3:5]N(C)P(N(C)C)(N(C)C)=O.Cl[CH2:17][S:18][CH2:19][O:20][CH2:21]SCCl.[CH2:25]1[CH2:29]O[CH2:27][CH2:26]1. No catalyst specified. The product is [CH3:17][S:18][CH2:19][O:20][C:21]1[CH:5]=[CH:29][CH:25]=[CH:26][CH:27]=1. The yield is 0.890. (8) The reactants are Cl.[NH2:2][CH2:3][C:4](=O)[CH2:5][CH2:6][C:7]([OH:9])=[O:8].[C:11]1([S:17]([CH2:20][C:21](=O)[CH3:22])(=[O:19])=[O:18])[CH:16]=[CH:15][CH:14]=[CH:13][CH:12]=1.C([O-])(=O)C.[Na+].[OH-].[K+]. The catalyst is O. The product is [C:11]1([S:17]([C:20]2[C:4]([CH2:5][CH2:6][C:7]([OH:9])=[O:8])=[CH:3][NH:2][C:21]=2[CH3:22])(=[O:19])=[O:18])[CH:16]=[CH:15][CH:14]=[CH:13][CH:12]=1. The yield is 0.380. (9) The reactants are [C:1]([O:18]N1C(=O)CCC1=O)(=O)[CH2:2][CH2:3][CH2:4][CH2:5][CH2:6][CH2:7][CH2:8][CH2:9][CH2:10][CH2:11][CH2:12][CH2:13][CH2:14][CH2:15][CH3:16].[NH2:26][CH2:27][C:28]([OH:30])=[O:29].C(N(CC)CC)C.Cl. The catalyst is CN(C=O)C.O. The product is [NH:26]([C:1]([CH2:2][CH2:3][CH2:4][CH2:5][CH2:6][CH2:7][CH2:8][CH2:9][CH2:10][CH2:11][CH2:12][CH2:13][CH2:14][CH2:15][CH3:16])=[O:18])[CH2:27][C:28]([OH:30])=[O:29]. The yield is 0.670. (10) The reactants are [C:1]([C:4]1[CH:9]=[CH:8][CH:7]=[CH:6][CH:5]=1)(=[O:3])[CH3:2].[C:10]1([CH3:18])[CH:15]=[CH:14][C:13]([CH:16]=O)=[CH:12][CH:11]=1.[OH-].[Na+]. The catalyst is C(O)C.C(OCC)(=O)C. The product is [CH3:18][C:10]1[CH:15]=[CH:14][C:13](/[CH:16]=[CH:2]/[C:1]([C:4]2[CH:9]=[CH:8][CH:7]=[CH:6][CH:5]=2)=[O:3])=[CH:12][CH:11]=1. The yield is 0.590.